This data is from Catalyst prediction with 721,799 reactions and 888 catalyst types from USPTO. The task is: Predict which catalyst facilitates the given reaction. (1) Reactant: [H-].[Al+3].[Li+].[H-].[H-].[H-].[CH:7]1([C:11]2[C:20]([CH:21]3[CH2:23][CH2:22]3)=[CH:19][C:14]([C:15](OC)=[O:16])=[C:13]([O:24][CH:25]([CH3:27])[CH3:26])[CH:12]=2)[CH2:10][CH2:9][CH2:8]1.S([O-])([O-])(=O)=O.[Na+].[Na+]. Product: [CH:7]1([C:11]2[C:20]([CH:21]3[CH2:22][CH2:23]3)=[CH:19][C:14]([CH:15]=[O:16])=[C:13]([O:24][CH:25]([CH3:27])[CH3:26])[CH:12]=2)[CH2:10][CH2:9][CH2:8]1. The catalyst class is: 1. (2) Reactant: Cl[C:2]1[C:7]([NH2:8])=[C:6]([Cl:9])[N:5]=[C:4]([NH2:10])[N:3]=1.[NH2:11][CH2:12][C:13]1[C:18]([CH3:19])=[C:17]([O:20][CH3:21])[C:16]([CH3:22])=[CH:15][N:14]=1. Product: [Cl:9][C:6]1[N:5]=[C:4]([NH2:10])[N:3]=[C:2]([NH:11][CH2:12][C:13]2[C:18]([CH3:19])=[C:17]([O:20][CH3:21])[C:16]([CH3:22])=[CH:15][N:14]=2)[C:7]=1[NH2:8]. The catalyst class is: 114.